Regression/Classification. Given a drug SMILES string, predict its absorption, distribution, metabolism, or excretion properties. Task type varies by dataset: regression for continuous measurements (e.g., permeability, clearance, half-life) or binary classification for categorical outcomes (e.g., BBB penetration, CYP inhibition). Dataset: pgp_broccatelli. From a dataset of P-glycoprotein inhibition data for predicting drug efflux from Broccatelli et al.. The result is 0 (non-inhibitor). The molecule is C[C@H](C(=O)O)c1cccc(Oc2ccccc2)c1.